From a dataset of Reaction yield outcomes from USPTO patents with 853,638 reactions. Predict the reaction yield, written as a fraction of the theoretical maximum amount of product (1.0 means a 100% yield; for example, 0.34 means a 34% yield). (1) The reactants are Br[C:2]1[C:7]([F:8])=[CH:6][C:5]([N:9]([C:14]2[C:33]([CH:34]3[CH2:36][CH2:35]3)=[CH:32][C:17]3[C:18]([C:28]([NH:30][CH3:31])=[O:29])=[C:19]([C:21]4[CH:26]=[CH:25][C:24]([F:27])=[CH:23][CH:22]=4)[O:20][C:16]=3[CH:15]=2)[S:10]([CH3:13])(=[O:12])=[O:11])=[CH:4][C:3]=1[F:37].C([O-])(=O)C.[K+].[B:43]1(B2OC(C)(C)C(C)(C)O2)[O:47]C(C)(C)C(C)(C)[O:44]1. The catalyst is O1CCOCC1.C1C=CC(P(C2C=CC=CC=2)[C-]2C=CC=C2)=CC=1.C1C=CC(P(C2C=CC=CC=2)[C-]2C=CC=C2)=CC=1.Cl[Pd]Cl.[Fe+2].C(Cl)Cl. The product is [CH:34]1([C:33]2[C:14]([N:9]([C:5]3[CH:4]=[C:3]([F:37])[C:2]([B:43]([OH:47])[OH:44])=[C:7]([F:8])[CH:6]=3)[S:10]([CH3:13])(=[O:11])=[O:12])=[CH:15][C:16]3[O:20][C:19]([C:21]4[CH:26]=[CH:25][C:24]([F:27])=[CH:23][CH:22]=4)=[C:18]([C:28](=[O:29])[NH:30][CH3:31])[C:17]=3[CH:32]=2)[CH2:36][CH2:35]1. The yield is 0.190. (2) The reactants are C([N:8]1[CH2:12][C@@H:11]([C:13]2[CH:18]=[CH:17][C:16]([F:19])=[CH:15][C:14]=2[F:20])[C@H:10]([C:21]([O:23][CH3:24])=[O:22])[CH2:9]1)C1C=CC=CC=1.[H][H]. The catalyst is C(O)C.[Pd]. The product is [F:20][C:14]1[CH:15]=[C:16]([F:19])[CH:17]=[CH:18][C:13]=1[C@@H:11]1[CH2:12][NH:8][CH2:9][C@H:10]1[C:21]([O:23][CH3:24])=[O:22]. The yield is 0.980. (3) The reactants are C1(O[C:8](=[O:32])[NH:9][C:10]2[CH:15]=[CH:14][C:13]([O:16][C:17]3[C:26]4[C:21](=[CH:22][C:23]([O:29][CH3:30])=[C:24]([O:27][CH3:28])[CH:25]=4)[N:20]=[CH:19][CH:18]=3)=[CH:12][C:11]=2[F:31])C=CC=CC=1.[NH2:33][C:34]1[S:35][CH:36]=[CH:37][N:38]=1.C(OCC)(=O)C.O. The catalyst is CS(C)=O.CO. The product is [CH3:28][O:27][C:24]1[CH:25]=[C:26]2[C:21](=[CH:22][C:23]=1[O:29][CH3:30])[N:20]=[CH:19][CH:18]=[C:17]2[O:16][C:13]1[CH:14]=[CH:15][C:10]([NH:9][C:8]([NH:33][C:34]2[S:35][CH:36]=[CH:37][N:38]=2)=[O:32])=[C:11]([F:31])[CH:12]=1. The yield is 0.860.